From a dataset of Catalyst prediction with 721,799 reactions and 888 catalyst types from USPTO. Predict which catalyst facilitates the given reaction. (1) Reactant: [CH2:1]([N:8]1[CH2:13][CH2:12][C:11](=O)[CH:10]([C:15]([O:17]C)=O)[CH2:9]1)[C:2]1[CH:7]=[CH:6][CH:5]=[CH:4][CH:3]=1.[NH2:19][C:20]([NH2:22])=[O:21].C[O-].[Na+].O. Product: [CH2:1]([N:8]1[CH2:13][CH2:12][CH:11]2[NH:19][C:20](=[O:21])[NH:22][C:15](=[O:17])[CH:10]2[CH2:9]1)[C:2]1[CH:3]=[CH:4][CH:5]=[CH:6][CH:7]=1. The catalyst class is: 5. (2) Reactant: C([BH3-])#N.[Na+].[Br:5][C:6]1[CH:7]=[C:8]([N:12]2[C:20]3[CH2:19][CH2:18][NH:17][CH2:16][C:15]=3[C:14]([C:21]([O:23][CH2:24][CH3:25])=[O:22])=[N:13]2)[CH:9]=[CH:10][CH:11]=1.[O:26]1[CH2:29][C:28](=O)[CH2:27]1.C(O)(=O)C. Product: [Br:5][C:6]1[CH:7]=[C:8]([N:12]2[C:20]3[CH2:19][CH2:18][N:17]([CH:28]4[CH2:29][O:26][CH2:27]4)[CH2:16][C:15]=3[C:14]([C:21]([O:23][CH2:24][CH3:25])=[O:22])=[N:13]2)[CH:9]=[CH:10][CH:11]=1. The catalyst class is: 7.